This data is from Peptide-MHC class I binding affinity with 185,985 pairs from IEDB/IMGT. The task is: Regression. Given a peptide amino acid sequence and an MHC pseudo amino acid sequence, predict their binding affinity value. This is MHC class I binding data. (1) The peptide sequence is IAVASGLLW. The binding affinity (normalized) is 0.927. The MHC is HLA-B57:01 with pseudo-sequence HLA-B57:01. (2) The MHC is HLA-B40:01 with pseudo-sequence HLA-B40:01. The peptide sequence is FEKQLGQIM. The binding affinity (normalized) is 0.415. (3) The peptide sequence is VSTAQLKV. The MHC is H-2-Kb with pseudo-sequence H-2-Kb. The binding affinity (normalized) is 0. (4) The peptide sequence is LQYVHINEL. The MHC is HLA-B15:03 with pseudo-sequence HLA-B15:03. The binding affinity (normalized) is 0.880. (5) The peptide sequence is VQPWLMVDV. The MHC is HLA-B18:01 with pseudo-sequence HLA-B18:01. The binding affinity (normalized) is 0.0847. (6) The peptide sequence is FRRRKRMGF. The MHC is HLA-A69:01 with pseudo-sequence HLA-A69:01. The binding affinity (normalized) is 0.0847.